This data is from NCI-60 drug combinations with 297,098 pairs across 59 cell lines. The task is: Regression. Given two drug SMILES strings and cell line genomic features, predict the synergy score measuring deviation from expected non-interaction effect. Drug 1: CC1C(C(CC(O1)OC2CC(CC3=C2C(=C4C(=C3O)C(=O)C5=C(C4=O)C(=CC=C5)OC)O)(C(=O)C)O)N)O.Cl. Drug 2: C1=NC2=C(N=C(N=C2N1C3C(C(C(O3)CO)O)F)Cl)N. Cell line: K-562. Synergy scores: CSS=38.9, Synergy_ZIP=-1.25, Synergy_Bliss=0.801, Synergy_Loewe=0.0874, Synergy_HSA=3.94.